From a dataset of CYP2C9 inhibition data for predicting drug metabolism from PubChem BioAssay. Regression/Classification. Given a drug SMILES string, predict its absorption, distribution, metabolism, or excretion properties. Task type varies by dataset: regression for continuous measurements (e.g., permeability, clearance, half-life) or binary classification for categorical outcomes (e.g., BBB penetration, CYP inhibition). Dataset: cyp2c9_veith. The molecule is COc1ccccc1NC(=O)[C@H](COCc1ccccc1)NC(=O)OC(C)(C)C. The result is 1 (inhibitor).